Dataset: Reaction yield outcomes from USPTO patents with 853,638 reactions. Task: Predict the reaction yield, written as a fraction of the theoretical maximum amount of product (1.0 means a 100% yield; for example, 0.34 means a 34% yield). (1) The reactants are [CH3:1][N:2]1[CH2:7][CH2:6][N:5]([CH2:8][CH2:9][N:10]([C:15]2[CH:16]=[C:17]3[C:21](=[CH:22][CH:23]=2)[C:20](=[O:24])[N:19]([CH2:25][C:26]([O:28]C(C)(C)C)=[O:27])[C:18]3=[O:33])[S:11]([CH3:14])(=[O:13])=[O:12])[CH2:4][CH2:3]1.[C:34]([OH:40])([C:36]([F:39])([F:38])[F:37])=[O:35]. The catalyst is C(Cl)Cl. The product is [F:37][C:36]([F:39])([F:38])[C:34]([OH:40])=[O:35].[CH3:1][N:2]1[CH2:3][CH2:4][N:5]([CH2:8][CH2:9][N:10]([C:15]2[CH:16]=[C:17]3[C:21](=[CH:22][CH:23]=2)[C:20](=[O:24])[N:19]([CH2:25][C:26]([OH:28])=[O:27])[C:18]3=[O:33])[S:11]([CH3:14])(=[O:13])=[O:12])[CH2:6][CH2:7]1. The yield is 0.970. (2) The reactants are S(Cl)([Cl:3])=O.[ClH:5].[CH3:6][O:7][C:8]1[C:13]([CH2:14]O)=[CH:12][CH:11]=[CH:10][N:9]=1. The catalyst is C(Cl)Cl. The product is [ClH:3].[CH3:6][O:7][C:8]1[C:13]([CH2:14][Cl:5])=[CH:12][CH:11]=[CH:10][N:9]=1. The yield is 0.810. (3) The reactants are Cl.[Cl:2][C:3]1[CH:8]=[CH:7][C:6]([N:9]([CH2:11][CH2:12][CH2:13][C:14]2[CH:19]=[CH:18][CH:17]=[CH:16][CH:15]=2)N)=[CH:5][CH:4]=1.C(O[CH:23](OCC)[CH2:24][CH2:25][CH2:26][NH:27][CH3:28])C. The catalyst is C(O)C.O. The product is [Cl:2][C:3]1[CH:8]=[C:7]2[C:6](=[CH:5][CH:4]=1)[N:9]([CH2:11][CH2:12][CH2:13][C:14]1[CH:19]=[CH:18][CH:17]=[CH:16][CH:15]=1)[CH:23]=[C:24]2[CH2:25][CH2:26][NH:27][CH3:28]. The yield is 0.740.